Dataset: Catalyst prediction with 721,799 reactions and 888 catalyst types from USPTO. Task: Predict which catalyst facilitates the given reaction. (1) Reactant: Cl.[Cl:2][C:3]1[CH:4]=[CH:5][C:6]([O:38][CH:39]([F:41])[F:40])=[C:7]([C:9]2[C:13]([NH:14][C:15]([C:17]3[CH:18]=[N:19][N:20]4[CH:25]=[CH:24][CH:23]=[N:22][C:21]=34)=[O:16])=[CH:12][N:11]([CH2:26][C:27]3[N:28]=[N:29][N:30]([CH:32]4[CH2:37][CH2:36][NH:35][CH2:34][CH2:33]4)[CH:31]=3)[N:10]=2)[CH:8]=1.[O:42]1[CH2:47][CH2:46][C:45](=O)[CH2:44][CH2:43]1.[BH-](OC(C)=O)(OC(C)=O)OC(C)=O.[Na+].C(#N)C.O. Product: [Cl:2][C:3]1[CH:4]=[CH:5][C:6]([O:38][CH:39]([F:41])[F:40])=[C:7]([C:9]2[C:13]([NH:14][C:15]([C:17]3[CH:18]=[N:19][N:20]4[CH:25]=[CH:24][CH:23]=[N:22][C:21]=34)=[O:16])=[CH:12][N:11]([CH2:26][C:27]3[N:28]=[N:29][N:30]([CH:32]4[CH2:33][CH2:34][N:35]([CH:45]5[CH2:46][CH2:47][O:42][CH2:43][CH2:44]5)[CH2:36][CH2:37]4)[CH:31]=3)[N:10]=2)[CH:8]=1. The catalyst class is: 4. (2) Reactant: [CH2:1]([O:8][C:9](=[O:24])[CH2:10][CH2:11][C@@H:12]([C:21]([OH:23])=O)[NH:13][C:14]([O:16][C:17]([CH3:20])([CH3:19])[CH3:18])=[O:15])[C:2]1[CH:7]=[CH:6][CH:5]=[CH:4][CH:3]=1.CCOC(C(C#N)=NOC(N1CCOCC1)=[N+](C)C)=O.F[P-](F)(F)(F)(F)F.Cl.[CH3:53][O:54][C:55]1[CH:56]=[C:57]([C:63]2[C@@H:72]3[C@@H:67]([CH2:68][CH2:69][CH2:70][CH2:71]3)[C:66](=[O:73])[N:65]([CH:74]3[CH2:79][CH2:78][NH:77][CH2:76][CH2:75]3)[N:64]=2)[CH:58]=[CH:59][C:60]=1[O:61][CH3:62].CCN(C(C)C)C(C)C.C(=O)(O)[O-].[Na+]. Product: [C:17]([O:16][C:14]([NH:13][C@H:12]([C:21]([N:77]1[CH2:78][CH2:79][CH:74]([N:65]2[N:64]=[C:63]([C:57]3[CH:58]=[CH:59][C:60]([O:61][CH3:62])=[C:55]([O:54][CH3:53])[CH:56]=3)[C@@H:72]3[C@@H:67]([CH2:68][CH2:69][CH2:70][CH2:71]3)[C:66]2=[O:73])[CH2:75][CH2:76]1)=[O:23])[CH2:11][CH2:10][C:9]([O:8][CH2:1][C:2]1[CH:3]=[CH:4][CH:5]=[CH:6][CH:7]=1)=[O:24])=[O:15])([CH3:18])([CH3:19])[CH3:20]. The catalyst class is: 2. (3) Reactant: [CH3:1][S:2]([N:5]1[CH2:10][CH:9]=[C:8]([C:11]2[CH:16]=[CH:15][C:14]([OH:17])=[CH:13][N:12]=2)[CH2:7][CH2:6]1)(=[O:4])=[O:3].[C:18]([O:22][C:23]([N:25]1[CH2:30][CH2:29][CH:28]([CH:31](OS(C)(=O)=O)C)[CH2:27][CH2:26]1)=[O:24])([CH3:21])([CH3:20])[CH3:19].C(=O)([O-])[O-].[K+].[K+].CN(C)C=O. Product: [C:18]([O:22][C:23]([N:25]1[CH2:30][CH2:29][CH:28]([CH2:31][O:17][C:14]2[CH:15]=[CH:16][C:11]([C:8]3[CH2:9][CH2:10][N:5]([S:2]([CH3:1])(=[O:3])=[O:4])[CH2:6][CH:7]=3)=[N:12][CH:13]=2)[CH2:27][CH2:26]1)=[O:24])([CH3:21])([CH3:19])[CH3:20]. The catalyst class is: 6.